From a dataset of Catalyst prediction with 721,799 reactions and 888 catalyst types from USPTO. Predict which catalyst facilitates the given reaction. (1) Product: [CH3:6][N:7]1[C:8]2[C:13](=[CH:12][C:11]([N+:23]([O-:25])=[O:24])=[CH:10][N:9]=2)[CH:14]=[CH:15][C:16]1=[O:17]. Reactant: C[O-].[Na+].CO.[CH3:6][NH:7][C:8]1[C:13]([CH:14]=[CH:15][C:16](OCCCC)=[O:17])=[CH:12][C:11]([N+:23]([O-:25])=[O:24])=[CH:10][N:9]=1. The catalyst class is: 6. (2) Reactant: [OH-].[K+].[CH:3]1([O:8][C:9]2[C:10]([CH3:19])=[N:11][CH:12]=[C:13]([CH:18]=2)[C:14]([O:16]C)=[S:15])[CH2:7][CH2:6][CH2:5][CH2:4]1. Product: [CH:3]1([O:8][C:9]2[C:10]([CH3:19])=[N:11][CH:12]=[C:13]([CH:18]=2)[C:14]([OH:16])=[S:15])[CH2:4][CH2:5][CH2:6][CH2:7]1. The catalyst class is: 72.